Dataset: Full USPTO retrosynthesis dataset with 1.9M reactions from patents (1976-2016). Task: Predict the reactants needed to synthesize the given product. (1) The reactants are: [N:1]1[N:2]([C:11]2[CH:16]=[CH:15][C:14]([N:17]3[CH2:21][CH2:20][O:19][C:18]3=[O:22])=[CH:13][CH:12]=2)[CH:3]=[C:4]2[CH2:10][CH2:9][NH:8][CH2:7][CH2:6][C:5]=12.[CH3:23][C:24]([CH3:26])=O.C(O[BH-](OC(=O)C)OC(=O)C)(=O)C.[Na+]. Given the product [CH3:23][CH:24]([N:8]1[CH2:9][CH2:10][C:4]2=[CH:3][N:2]([C:11]3[CH:12]=[CH:13][C:14]([N:17]4[CH2:21][CH2:20][O:19][C:18]4=[O:22])=[CH:15][CH:16]=3)[N:1]=[C:5]2[CH2:6][CH2:7]1)[CH3:26], predict the reactants needed to synthesize it. (2) Given the product [C:1]([C:5]1[CH:15]=[C:8]2[N:9]=[CH:10][C:11]([C:13]#[C:14][C:17]3[CH:18]=[N:19][CH:20]=[C:21]([Cl:23])[CH:22]=3)=[CH:12][N:7]2[N:6]=1)([CH3:4])([CH3:3])[CH3:2], predict the reactants needed to synthesize it. The reactants are: [C:1]([C:5]1[CH:15]=[C:8]2[N:9]=[CH:10][C:11]([C:13]#[CH:14])=[CH:12][N:7]2[N:6]=1)([CH3:4])([CH3:3])[CH3:2].Br[C:17]1[CH:18]=[N:19][CH:20]=[C:21]([Cl:23])[CH:22]=1. (3) Given the product [CH:7]1([C:3]([S:16][C:10]2[CH:15]=[CH:14][CH:13]=[CH:12][CH:11]=2)=[CH2:4])[CH2:9][CH2:8]1, predict the reactants needed to synthesize it. The reactants are: CO[C:3]([CH:7]1[CH2:9][CH2:8]1)(OC)[CH3:4].[C:10]1([SH:16])[CH:15]=[CH:14][CH:13]=[CH:12][CH:11]=1.C1(C)C=CC=CC=1.C12(CS(O)(=O)=O)C(C)(C)C(CC1)CC2=O.